Task: Regression. Given two drug SMILES strings and cell line genomic features, predict the synergy score measuring deviation from expected non-interaction effect.. Dataset: NCI-60 drug combinations with 297,098 pairs across 59 cell lines (1) Drug 1: CC1=C2C(C(=O)C3(C(CC4C(C3C(C(C2(C)C)(CC1OC(=O)C(C(C5=CC=CC=C5)NC(=O)OC(C)(C)C)O)O)OC(=O)C6=CC=CC=C6)(CO4)OC(=O)C)OC)C)OC. Drug 2: CC1=C(C(CCC1)(C)C)C=CC(=CC=CC(=CC(=O)O)C)C. Cell line: DU-145. Synergy scores: CSS=73.2, Synergy_ZIP=21.9, Synergy_Bliss=20.6, Synergy_Loewe=-10.2, Synergy_HSA=21.2. (2) Drug 1: C1CCN(CC1)CCOC2=CC=C(C=C2)C(=O)C3=C(SC4=C3C=CC(=C4)O)C5=CC=C(C=C5)O. Drug 2: C1C(C(OC1N2C=C(C(=O)NC2=O)F)CO)O. Cell line: MCF7. Synergy scores: CSS=31.2, Synergy_ZIP=-4.70, Synergy_Bliss=-2.49, Synergy_Loewe=4.98, Synergy_HSA=5.57. (3) Drug 1: CC1C(C(CC(O1)OC2CC(CC3=C2C(=C4C(=C3O)C(=O)C5=C(C4=O)C(=CC=C5)OC)O)(C(=O)C)O)N)O.Cl. Drug 2: CC1=C2C(C(=O)C3(C(CC4C(C3C(C(C2(C)C)(CC1OC(=O)C(C(C5=CC=CC=C5)NC(=O)C6=CC=CC=C6)O)O)OC(=O)C7=CC=CC=C7)(CO4)OC(=O)C)O)C)OC(=O)C. Cell line: HCC-2998. Synergy scores: CSS=34.9, Synergy_ZIP=-10.0, Synergy_Bliss=-13.1, Synergy_Loewe=-29.3, Synergy_HSA=-10.6. (4) Drug 1: CC=C1C(=O)NC(C(=O)OC2CC(=O)NC(C(=O)NC(CSSCCC=C2)C(=O)N1)C(C)C)C(C)C. Drug 2: N.N.Cl[Pt+2]Cl. Cell line: SF-539. Synergy scores: CSS=90.7, Synergy_ZIP=0.683, Synergy_Bliss=0.654, Synergy_Loewe=4.07, Synergy_HSA=6.72. (5) Drug 1: C1C(C(OC1N2C=NC3=C(N=C(N=C32)Cl)N)CO)O. Drug 2: CC12CCC3C(C1CCC2OP(=O)(O)O)CCC4=C3C=CC(=C4)OC(=O)N(CCCl)CCCl.[Na+]. Cell line: SF-268. Synergy scores: CSS=11.5, Synergy_ZIP=-5.48, Synergy_Bliss=-2.55, Synergy_Loewe=-4.13, Synergy_HSA=-2.55. (6) Drug 1: CNC(=O)C1=CC=CC=C1SC2=CC3=C(C=C2)C(=NN3)C=CC4=CC=CC=N4. Drug 2: CC1C(C(CC(O1)OC2CC(CC3=C2C(=C4C(=C3O)C(=O)C5=CC=CC=C5C4=O)O)(C(=O)C)O)N)O. Cell line: BT-549. Synergy scores: CSS=25.2, Synergy_ZIP=-2.84, Synergy_Bliss=-3.74, Synergy_Loewe=-28.8, Synergy_HSA=-5.09.